Dataset: Reaction yield outcomes from USPTO patents with 853,638 reactions. Task: Predict the reaction yield, written as a fraction of the theoretical maximum amount of product (1.0 means a 100% yield; for example, 0.34 means a 34% yield). (1) The reactants are [C:1]([O:5][C:6]([NH:8][C:9]1[C:14]([CH3:15])=[CH:13][CH:12]=[CH:11][N:10]=1)=[O:7])([CH3:4])([CH3:3])[CH3:2].C([Li])CCC.[C:21](OCC)(=[O:27])[C:22]([O:24][CH2:25][CH3:26])=[O:23]. The catalyst is C1COCC1. The product is [OH:27][C:21]1([C:22]([O:24][CH2:25][CH3:26])=[O:23])[CH2:15][C:14]2[C:9](=[N:10][CH:11]=[CH:12][CH:13]=2)[N:8]1[C:6]([O:5][C:1]([CH3:4])([CH3:3])[CH3:2])=[O:7]. The yield is 0.470. (2) The reactants are Cl[C:2]1[N:3]=[C:4]([O:29][CH:30]([CH3:32])[CH3:31])[C:5]2[C:10]([C:11]3[CH:20]=[CH:19][C:14]4[N:15]=[C:16]([CH3:18])[O:17][C:13]=4[CH:12]=3)=[CH:9][N:8]([CH2:21][O:22][CH2:23][CH2:24][Si:25]([CH3:28])([CH3:27])[CH3:26])[C:6]=2[N:7]=1.[NH2:33][C:34]1[CH:43]=[CH:42][C:37]([C:38]([NH:40][CH3:41])=[O:39])=[CH:36][C:35]=1[O:44][CH3:45].C1(P(C2C=CC=CC=2)C2C=CC3C(=CC=CC=3)C=2C2C3C(=CC=CC=3)C=CC=2P(C2C=CC=CC=2)C2C=CC=CC=2)C=CC=CC=1.C(=O)([O-])[O-].[Cs+].[Cs+]. The catalyst is C(OCC)(=O)C.C([O-])(=O)C.[Pd+2].C([O-])(=O)C.O1CCOCC1. The product is [CH:30]([O:29][C:4]1[C:5]2[C:10]([C:11]3[CH:20]=[CH:19][C:14]4[N:15]=[C:16]([CH3:18])[O:17][C:13]=4[CH:12]=3)=[CH:9][N:8]([CH2:21][O:22][CH2:23][CH2:24][Si:25]([CH3:28])([CH3:27])[CH3:26])[C:6]=2[N:7]=[C:2]([NH:33][C:34]2[CH:43]=[CH:42][C:37]([C:38]([NH:40][CH3:41])=[O:39])=[CH:36][C:35]=2[O:44][CH3:45])[N:3]=1)([CH3:32])[CH3:31]. The yield is 0.820. (3) The reactants are [CH3:1][C@@H:2](O)[CH2:3][CH:4]=[CH2:5].C1(C)C=CC(S(Cl)(=O)=O)=CC=1.C(=O)(O)[O-].[Na+].[C:23](O[C:23]([O:25][C:26]([CH3:29])([CH3:28])[CH3:27])=[O:24])([O:25][C:26]([CH3:29])([CH3:28])[CH3:27])=[O:24].[N:38]1C=CC=C[CH:39]=1. The catalyst is C1COCC1.ClCCl. The product is [CH3:39][N:38]([C:23]([O:25][C:26]([CH3:29])([CH3:28])[CH3:27])=[O:24])[C@H:2]([CH2:3][CH:4]=[CH2:5])[CH3:1]. The yield is 0.439. (4) The reactants are C(N(CCCC)C(C1N=C(C2C=CC(C(O)=O)=CC=2C(N2CCC3C(=CC=CC=3)C2)=O)N(C)C=1)=O)CCC.[CH2:39]([N:43]([CH2:79][CH2:80][CH2:81][CH3:82])[C:44]([C:46]1[N:47]=[C:48]([C:57]2[CH:66]=[CH:65][C:60]([C:61]([O:63]C)=[O:62])=[CH:59][C:58]=2[C:67]([N:69]2[CH2:78][CH2:77][C:76]3[C:71](=[CH:72][CH:73]=[CH:74][CH:75]=3)[CH2:70]2)=[O:68])[N:49]([CH2:51][CH2:52][CH2:53][N:54]([CH3:56])[CH3:55])[CH:50]=1)=[O:45])[CH2:40][CH2:41][CH3:42]. No catalyst specified. The product is [CH2:79]([N:43]([CH2:39][CH2:40][CH2:41][CH3:42])[C:44]([C:46]1[N:47]=[C:48]([C:57]2[CH:66]=[CH:65][C:60]([C:61]([OH:63])=[O:62])=[CH:59][C:58]=2[C:67]([N:69]2[CH2:78][CH2:77][C:76]3[C:71](=[CH:72][CH:73]=[CH:74][CH:75]=3)[CH2:70]2)=[O:68])[N:49]([CH2:51][CH2:52][CH2:53][N:54]([CH3:55])[CH3:56])[CH:50]=1)=[O:45])[CH2:80][CH2:81][CH3:82]. The yield is 0.860.